Dataset: Catalyst prediction with 721,799 reactions and 888 catalyst types from USPTO. Task: Predict which catalyst facilitates the given reaction. (1) Reactant: [C:1]([O:5][C:6]([N:8]1[CH2:13][CH2:12][N:11]([CH2:14][C:15]([N:17]2[C:25]3[C:20](=[CH:21][CH:22]=[C:23](Br)[CH:24]=3)[CH2:19][CH2:18]2)=[O:16])[CH2:10][C@H:9]1[CH3:27])=[O:7])([CH3:4])([CH3:3])[CH3:2].[C:28](B1OC(C)(C)C(C)(C)O1)([CH3:30])=[CH2:29].C([O-])([O-])=O.[Cs+].[Cs+]. Product: [C:1]([O:5][C:6]([N:8]1[CH2:13][CH2:12][N:11]([CH2:14][C:15]([N:17]2[C:25]3[C:20](=[CH:21][CH:22]=[C:23]([C:28]([CH3:30])=[CH2:29])[CH:24]=3)[CH2:19][CH2:18]2)=[O:16])[CH2:10][C@H:9]1[CH3:27])=[O:7])([CH3:4])([CH3:3])[CH3:2]. The catalyst class is: 339. (2) Reactant: [NH:1]1[CH2:5][CH2:4][C@@H:3]([C:6]#[N:7])[CH2:2]1.N1CCCC1.CC(O[C:18]([NH:20][C@@H:21]([C:25]([OH:27])=O)[CH:22]1[CH2:24][CH2:23]1)=[O:19])(C)C.C(N[C@@H](C(O)=O)C(C)(C)C)(OC(C)(C)C)=O.[CH3:44][N:45]1[CH:49]=[C:48]([C:50]2[N:55]=[C:54]3[C:56](C(O)=O)=[CH:57][N:58](COCC[Si](C)(C)C)[C:53]3=[N:52][CH:51]=2)[CH:47]=[N:46]1.C1(C2N=C3C(C(O)=O)=CN(COCC[Si](C)(C)C)C3=NC=2)CC1.FC(F)(F)CO.[F-].[Cs+]. Product: [C:6]([C@@H:3]1[CH2:4][CH2:5][N:1]([C:25](=[O:27])[C@H:21]([NH:20][C:18]([C:56]2[C:54]3[C:53](=[N:52][CH:51]=[C:50]([C:48]4[CH:47]=[N:46][N:45]([CH3:44])[CH:49]=4)[N:55]=3)[NH:58][CH:57]=2)=[O:19])[CH:22]2[CH2:23][CH2:24]2)[CH2:2]1)#[N:7]. The catalyst class is: 10. (3) Reactant: Cl[C:2]1[N:7]=[CH:6][C:5]([C:8]2[N:9]=[C:10]([CH2:13][CH2:14][CH2:15][CH2:16][NH2:17])[NH:11][CH:12]=2)=[CH:4][CH:3]=1.[Cl:18]C1C=CN=CC=1C1N=CN(CN2C(=O)C3C(=CC=CC=3)C2=O)C=1.NN. Product: [Cl:18][C:4]1[CH:3]=[CH:2][N:7]=[CH:6][C:5]=1[C:8]1[N:9]=[C:10]([CH2:13][CH2:14][CH2:15][CH2:16][NH2:17])[NH:11][CH:12]=1. The catalyst class is: 8. (4) Reactant: [N:1]1([C:8]2[C:17]([C:18]3[CH:23]=[CH:22][CH:21]=[CH:20][CH:19]=3)=[N:16][C:15]3[C:10](=[CH:11][CH:12]=[C:13]([C:24]([O:26]C)=[O:25])[CH:14]=3)[N:9]=2)[CH2:7][CH2:6][CH2:5][CH2:4][CH2:3][CH2:2]1.[OH-].[Na+].Cl. Product: [N:1]1([C:8]2[C:17]([C:18]3[CH:23]=[CH:22][CH:21]=[CH:20][CH:19]=3)=[N:16][C:15]3[C:10](=[CH:11][CH:12]=[C:13]([C:24]([OH:26])=[O:25])[CH:14]=3)[N:9]=2)[CH2:2][CH2:3][CH2:4][CH2:5][CH2:6][CH2:7]1. The catalyst class is: 5. (5) The catalyst class is: 17. Reactant: C([O:3][C:4]([C:6]1[C:7]([O:23][CH:24]([CH3:29])[C:25]([F:28])([F:27])[F:26])=[N:8][C:9]2[C:14]([C:15]=1[C:16]1[CH:21]=[CH:20][CH:19]=[CH:18][CH:17]=1)=[CH:13][C:12]([Cl:22])=[CH:11][CH:10]=2)=[O:5])C.[Li+].[I-]. Product: [Cl:22][C:12]1[CH:13]=[C:14]2[C:9](=[CH:10][CH:11]=1)[N:8]=[C:7]([O:23][CH:24]([CH3:29])[C:25]([F:28])([F:26])[F:27])[C:6]([C:4]([OH:5])=[O:3])=[C:15]2[C:16]1[CH:17]=[CH:18][CH:19]=[CH:20][CH:21]=1. (6) Reactant: [Mn]([O-])(=O)(=O)=O.[K+].[Cl:7][C:8]1[CH:18]=[CH:17][C:11]2[C:12]([CH2:15][OH:16])=[N:13][S:14][C:10]=2[CH:9]=1.C(=O)([O-])[O-:20].[K+].[K+]. Product: [Cl:7][C:8]1[CH:18]=[CH:17][C:11]2[C:12]([C:15]([OH:20])=[O:16])=[N:13][S:14][C:10]=2[CH:9]=1. The catalyst class is: 6. (7) Reactant: Cl.[Br:2][C:3]1[CH:4]=[C:5]([C:9]([NH:11][CH:12]2[CH2:17][CH2:16][NH:15][CH2:14][CH2:13]2)=[O:10])[NH:6][C:7]=1[CH3:8].C(=O)(O)[O-].[Na+].Br[C:24]1[S:25][CH:26]=[C:27]([C:29]([O:31][CH2:32][CH3:33])=[O:30])[N:28]=1. Product: [Br:2][C:3]1[CH:4]=[C:5]([C:9]([NH:11][CH:12]2[CH2:13][CH2:14][N:15]([C:24]3[S:25][CH:26]=[C:27]([C:29]([O:31][CH2:32][CH3:33])=[O:30])[N:28]=3)[CH2:16][CH2:17]2)=[O:10])[NH:6][C:7]=1[CH3:8]. The catalyst class is: 173. (8) Reactant: C1(C(=[N:14][C:15]2[N:16]=[CH:17][C:18]([N:21]3[CH2:26][CH2:25][N:24]([C:27]([O:29][C:30]([CH3:33])([CH3:32])[CH3:31])=[O:28])[CH2:23][C@@H:22]3[CH3:34])=[N:19][CH:20]=2)C2C=CC=CC=2)C=CC=CC=1.C([O-])(=O)C.[Na+].Cl.NO. Product: [NH2:14][C:15]1[N:16]=[CH:17][C:18]([N:21]2[CH2:26][CH2:25][N:24]([C:27]([O:29][C:30]([CH3:33])([CH3:32])[CH3:31])=[O:28])[CH2:23][C@@H:22]2[CH3:34])=[N:19][CH:20]=1. The catalyst class is: 5. (9) Reactant: [C:1]([C:3]1[CH:4]=[C:5]([C:21]([NH:23][CH2:24][C:25]2[CH:30]=[CH:29][C:28]([S:31]([CH3:34])(=[O:33])=[O:32])=[CH:27][CH:26]=2)=[O:22])[C:6](=[O:20])[N:7]([C:10]2[CH:15]=[CH:14][CH:13]=[C:12]([C:16]([F:19])([F:18])[F:17])[CH:11]=2)[C:8]=1[CH3:9])#[N:2].Cl.[NH2:36][OH:37].CC([O-])=O.[Na+].C(O)C. The catalyst class is: 6. Product: [CH3:34][S:31]([C:28]1[CH:27]=[CH:26][C:25]([CH2:24][NH:23][C:21]([C:5]2[C:6](=[O:20])[N:7]([C:10]3[CH:15]=[CH:14][CH:13]=[C:12]([C:16]([F:19])([F:18])[F:17])[CH:11]=3)[C:8]([CH3:9])=[C:3]([C:1](=[NH:2])[NH:36][OH:37])[CH:4]=2)=[O:22])=[CH:30][CH:29]=1)(=[O:33])=[O:32].